Predict the product of the given reaction. From a dataset of Forward reaction prediction with 1.9M reactions from USPTO patents (1976-2016). (1) Given the reactants [Br:1]NC(=O)CCC(N)=O.[CH3:10][C:11]1[C:19]2[C:14](=[N:15][CH:16]=[CH:17][CH:18]=2)[S:13][N:12]=1.C(OOC(=O)C1C=CC=CC=1)(=O)C1C=CC=CC=1, predict the reaction product. The product is: [Br:1][CH2:10][C:11]1[C:19]2[C:14](=[N:15][CH:16]=[CH:17][CH:18]=2)[S:13][N:12]=1. (2) Given the reactants Cl[C:2]1[N:7]=[C:6]([C:8]([OH:10])=[O:9])[CH:5]=[CH:4][N:3]=1.[NH2:11][C:12]1[CH:13]=[C:14]([C:19]2[S:23][C:22]([C:24]([OH:30])([CH3:29])[C:25]([F:28])([F:27])[F:26])=[N:21][CH:20]=2)[CH:15]=[C:16]([CH3:18])[CH:17]=1.C(O)(=O)C, predict the reaction product. The product is: [CH3:18][C:16]1[CH:17]=[C:12]([NH:11][C:2]2[N:7]=[C:6]([C:8]([OH:10])=[O:9])[CH:5]=[CH:4][N:3]=2)[CH:13]=[C:14]([C:19]2[S:23][C:22]([C:24]([OH:30])([CH3:29])[C:25]([F:28])([F:27])[F:26])=[N:21][CH:20]=2)[CH:15]=1. (3) Given the reactants Br[C:2]1[C:11]2[O:10][CH:9]([CH3:12])[CH2:8][N:7]([C:13]([O:15][C:16]([CH3:19])([CH3:18])[CH3:17])=[O:14])[CH2:6][C:5]=2[S:4][CH:3]=1.[CH:20](B1OC(C)(C)C(C)(C)O1)=[CH2:21].C(=O)([O-])[O-].[K+].[K+].O, predict the reaction product. The product is: [CH:20]([C:2]1[C:11]2[O:10][CH:9]([CH3:12])[CH2:8][N:7]([C:13]([O:15][C:16]([CH3:19])([CH3:18])[CH3:17])=[O:14])[CH2:6][C:5]=2[S:4][CH:3]=1)=[CH2:21]. (4) Given the reactants [NH2:1][C:2]1[C:3]([C:12]([NH:14][C@@H:15]([CH:20]2[CH2:25][CH2:24][CH2:23][CH2:22][CH2:21]2)[C:16]([O:18][CH3:19])=[O:17])=[O:13])=[CH:4][C:5]2[C:10]([CH:11]=1)=[CH:9][CH:8]=[CH:7][CH:6]=2.C(N(CC)CC)C.[N:33]([C:36]1[CH:41]=[CH:40][C:39]([O:42][CH3:43])=[CH:38][C:37]=1[O:44][CH3:45])=[C:34]=[O:35], predict the reaction product. The product is: [CH3:45][O:44][C:37]1[CH:38]=[C:39]([O:42][CH3:43])[CH:40]=[CH:41][C:36]=1[NH:33][C:34]([NH:1][C:2]1[C:3]([C:12]([NH:14][C@@H:15]([CH:20]2[CH2:25][CH2:24][CH2:23][CH2:22][CH2:21]2)[C:16]([O:18][CH3:19])=[O:17])=[O:13])=[CH:4][C:5]2[C:10]([CH:11]=1)=[CH:9][CH:8]=[CH:7][CH:6]=2)=[O:35].